Task: Predict the reactants needed to synthesize the given product.. Dataset: Full USPTO retrosynthesis dataset with 1.9M reactions from patents (1976-2016) (1) Given the product [Cl:57][C:58]1[CH:59]=[C:60]([C:6]([NH:8][C@@H:9]([CH2:19][C:20]2[CH:21]=[CH:22][C:23]([C:26]3[N:27]=[C:28]4[C:33]([CH3:34])=[CH:32][CH:31]=[CH:30][N:29]4[CH:35]=3)=[CH:24][CH:25]=2)[CH2:10][CH2:11][C:12]([OH:14])=[O:13])=[O:7])[CH:75]=[CH:76][C:77]=1[O:78][CH:79]([CH3:81])[CH3:80], predict the reactants needed to synthesize it. The reactants are: CC(O[C:6]([NH:8][C@@H:9]([CH2:19][C:20]1[CH:25]=[CH:24][C:23]([C:26]2[N:27]=[C:28]3[C:33]([CH3:34])=[CH:32][CH:31]=[CH:30][N:29]3[CH:35]=2)=[CH:22][CH:21]=1)[CH2:10][CH2:11][C:12]([O:14]C(C)(C)C)=[O:13])=[O:7])(C)C.FC(F)(F)C(O)=O.C([SiH](CC)CC)C.C(NC(C)C)(C)C.[Cl:57][C:58]1[CH:59]=[C:60]([CH:75]=[CH:76][C:77]=1[O:78][CH:79]([CH3:81])[CH3:80])C(OC1C(F)=C(F)C(F)=C(F)C=1F)=O. (2) Given the product [OH:16][B:15]1[CH:14]([NH:28][C:29](=[O:37])[CH2:30][CH2:31][NH:32][S:33]([CH3:36])(=[O:35])=[O:34])[CH2:13][C:9]2[CH:10]=[CH:11][CH:12]=[C:7]([C:6]([OH:5])=[O:40])[C:8]=2[O:23]1, predict the reactants needed to synthesize it. The reactants are: C([O:5][C:6](=[O:40])[C:7]1[CH:12]=[CH:11][CH:10]=[C:9]([CH2:13][CH:14]([NH:28][C:29](=[O:37])[CH2:30][CH2:31][NH:32][S:33]([CH3:36])(=[O:35])=[O:34])[B:15]2[O:23]C3C(C)(C4CC(C3)C4(C)C)[O:16]2)[C:8]=1OC)(C)(C)C.B(Br)(Br)Br.